From a dataset of Drug-target binding data from BindingDB using IC50 measurements. Regression. Given a target protein amino acid sequence and a drug SMILES string, predict the binding affinity score between them. We predict pIC50 (pIC50 = -log10(IC50 in M); higher means more potent). Dataset: bindingdb_ic50. The drug is N[C@@H]1C[C@H]1c1ccc(NC(=O)c2ccccc2)cc1. The target protein sequence is MVEKGPEVSGKRRGRNNAAASASAAAASAAASAACASPAATAASGAAASSASAAAASAAAAPNNGQNKSLAAAAPNGNSSSNSWEEGSSGSSSDEEHGGGGMRVGPQYQAVVPDFDPAKLARRSQERDNLGMLVWSPNQNLSEAKLDEYIAIAKEKHGYNMEQALGMLFWHKHNIEKSLADLPNFTPFPDEWTVEDKVLFEQAFSFHGKTFHRIQQMLPDKSIASLVKFYYSWKKTRTKTSVMDRHARKQKREREESEDELEEANGNNPIDIEVDQNKESKKEVPPTETVPQVKKEKHSTQAKNRAKRKPPKGMFLSQEDVEAVSANATAATTVLRQLDMELVSVKRQIQNIKQTNSALKEKLDGGIEPYRLPEVIQKCNARWTTEEQLLAVQAIRKYGRDFQAISDVIGNKSVVQVKNFFVNYRRRFNIDEVLQEWEAEHGKEETNGPSNQKPVKSPDNSIKMPEEEDEAPVLDVRYASAS. The pIC50 is 7.7.